This data is from Catalyst prediction with 721,799 reactions and 888 catalyst types from USPTO. The task is: Predict which catalyst facilitates the given reaction. (1) Reactant: [C:1]([C:5]1[CH:9]=[C:8]([NH:10][C:11]([NH:13][C:14]2[C:23]3[C:18](=[CH:19][CH:20]=[CH:21][CH:22]=3)[C:17]([O:24][C:25]3[CH:30]=[CH:29][N:28]=[C:27](Cl)[N:26]=3)=[CH:16][CH:15]=2)=[O:12])[N:7]([C:32]2[CH:37]=[CH:36][CH:35]=[C:34]([P:38]([CH3:41])([CH3:40])=[O:39])[CH:33]=2)[N:6]=1)([CH3:4])([CH3:3])[CH3:2].[NH2:42][C:43]1[CH:51]=[C:50]2[C:46]([CH2:47][C:48](=[O:52])[NH:49]2)=[CH:45][CH:44]=1.Cl.CC(O)C. Product: [C:1]([C:5]1[CH:9]=[C:8]([NH:10][C:11]([NH:13][C:14]2[C:23]3[C:18](=[CH:19][CH:20]=[CH:21][CH:22]=3)[C:17]([O:24][C:25]3[CH:30]=[CH:29][N:28]=[C:27]([NH:42][C:43]4[CH:51]=[C:50]5[C:46]([CH2:47][C:48](=[O:52])[NH:49]5)=[CH:45][CH:44]=4)[N:26]=3)=[CH:16][CH:15]=2)=[O:12])[N:7]([C:32]2[CH:37]=[CH:36][CH:35]=[C:34]([P:38]([CH3:41])([CH3:40])=[O:39])[CH:33]=2)[N:6]=1)([CH3:4])([CH3:3])[CH3:2]. The catalyst class is: 1. (2) Reactant: [CH:1]1([N:6]2[C:10]3[C:11](OCC)=[N:12][CH2:13][CH2:14][C:9]=3[C:8]([CH2:18][CH3:19])=[N:7]2)[CH2:5][CH2:4][CH2:3][CH2:2]1.[S:20]1[CH:24]=[CH:23][CH:22]=[C:21]1[C:25]([NH:27][NH2:28])=O. Product: [CH:1]1([N:6]2[C:10]3[C:11]4[N:12]([C:25]([C:21]5[S:20][CH:24]=[CH:23][CH:22]=5)=[N:27][N:28]=4)[CH2:13][CH2:14][C:9]=3[C:8]([CH2:18][CH3:19])=[N:7]2)[CH2:2][CH2:3][CH2:4][CH2:5]1. The catalyst class is: 51. (3) Reactant: [Si]([O:8][CH2:9][C:10]1([CH3:35])[S:16][CH2:15][CH2:14][N:13]2[C:17]([C:20]3([C:23]4[CH:28]=[CH:27][C:26]([C:29]5[N:33]([CH3:34])[N:32]=[CH:31][CH:30]=5)=[CH:25][CH:24]=4)[CH2:22][CH2:21]3)=[N:18][N:19]=[C:12]2[CH2:11]1)(C(C)(C)C)(C)C.Cl. Product: [CH3:35][C:10]1([CH2:9][OH:8])[S:16][CH2:15][CH2:14][N:13]2[C:17]([C:20]3([C:23]4[CH:24]=[CH:25][C:26]([C:29]5[N:33]([CH3:34])[N:32]=[CH:31][CH:30]=5)=[CH:27][CH:28]=4)[CH2:22][CH2:21]3)=[N:18][N:19]=[C:12]2[CH2:11]1. The catalyst class is: 5. (4) Reactant: [F:1][C:2]([F:18])([C:11]1[CH:16]=[CH:15][C:14]([CH3:17])=[CH:13][CH:12]=1)[CH2:3][NH:4][C@H:5]1[CH2:9][CH2:8][C@H:7]([NH2:10])[CH2:6]1.Cl[C:20]1[C:21]2[C:22](=[N:26][N:27]([CH:29]3[CH2:34][CH2:33][CH2:32][CH2:31][O:30]3)[CH:28]=2)[N:23]=[CH:24][N:25]=1.C(N(C(C)C)CC)(C)C. Product: [F:1][C:2]([F:18])([C:11]1[CH:12]=[CH:13][C:14]([CH3:17])=[CH:15][CH:16]=1)[CH2:3][N:4]([C:20]1[C:21]2[C:22](=[N:26][N:27]([CH:29]3[CH2:34][CH2:33][CH2:32][CH2:31][O:30]3)[CH:28]=2)[N:23]=[CH:24][N:25]=1)[C@H:5]1[CH2:9][CH2:8][C@H:7]([NH2:10])[CH2:6]1. The catalyst class is: 51. (5) Reactant: C([O:8][CH2:9][C:10]1[N:11]([C:27]2[CH:32]=[CH:31][C:30]([N+:33]([O-:35])=[O:34])=[CH:29][CH:28]=2)[CH:12]=[C:13]([C:15]2[C:16]([C:21]3[CH:26]=[CH:25][CH:24]=[CH:23][CH:22]=3)=[N:17][O:18][C:19]=2[CH3:20])[N:14]=1)C1C=CC=CC=1.FC(F)(F)C(O)=O.FC(F)(F)S(O)(=O)=O.C(=O)([O-])O.[Na+]. Product: [CH3:20][C:19]1[O:18][N:17]=[C:16]([C:21]2[CH:22]=[CH:23][CH:24]=[CH:25][CH:26]=2)[C:15]=1[C:13]1[N:14]=[C:10]([CH2:9][OH:8])[N:11]([C:27]2[CH:32]=[CH:31][C:30]([N+:33]([O-:35])=[O:34])=[CH:29][CH:28]=2)[CH:12]=1. The catalyst class is: 2. (6) Reactant: [OH-].[Na+:2].[F:3][C:4]([F:21])([F:20])[O:5][CH2:6][CH2:7][CH2:8][CH2:9][CH2:10][CH2:11][CH2:12][CH2:13][CH2:14][CH2:15][S:16]([OH:19])(=[O:18])=[O:17]. Product: [F:20][C:4]([F:3])([F:21])[O:5][CH2:6][CH2:7][CH2:8][CH2:9][CH2:10][CH2:11][CH2:12][CH2:13][CH2:14][CH2:15][S:16]([O-:19])(=[O:18])=[O:17].[Na+:2]. The catalyst class is: 8. (7) Reactant: [OH:1][C:2]1[CH:6]=[C:5]([C:7]([O:9][CH2:10][CH3:11])=[O:8])[NH:4][N:3]=1.I[CH:13]([CH3:15])[CH3:14].C(=O)([O-])[O-].[K+].[K+].CN(C)C=O. Product: [CH:13]([O:1][C:2]1[CH:6]=[C:5]([C:7]([O:9][CH2:10][CH3:11])=[O:8])[NH:4][N:3]=1)([CH3:15])[CH3:14]. The catalyst class is: 6. (8) Reactant: [CH2:1]([N:3]1[C:11]2[C:6](=[C:7]([OH:13])[CH:8]=[C:9]([F:12])[CH:10]=2)[C:5]([CH2:14][C:15]([OH:17])=O)=[CH:4]1)[CH3:2].[NH:18]1[CH2:23][CH2:22][O:21][CH2:20][CH2:19]1.C(N(CC)CC)C.F[P-](F)(F)(F)(F)F.N1(O[P+](N(C)C)(N(C)C)N(C)C)C2C=CC=CC=2N=N1. Product: [CH2:1]([N:3]1[C:11]2[C:6](=[C:7]([OH:13])[CH:8]=[C:9]([F:12])[CH:10]=2)[C:5]([CH2:14][C:15]([N:18]2[CH2:23][CH2:22][O:21][CH2:20][CH2:19]2)=[O:17])=[CH:4]1)[CH3:2]. The catalyst class is: 18. (9) Reactant: [H-].C([Al+]CC(C)C)C(C)C.[CH2:11]([C:15]1[N:20]2[N:21]=[C:22]([CH3:33])[C:23]([C:24]3[C:29]([CH3:30])=[CH:28][C:27]([CH3:31])=[CH:26][C:25]=3[CH3:32])=[C:19]2[N:18]=[C:17]([CH3:34])[C:16]=1[CH2:35][CH2:36][CH2:37][C:38](OCC)=[O:39])[CH2:12][CH2:13][CH3:14].C(OCC)(=O)C.O. Product: [CH2:11]([C:15]1[N:20]2[N:21]=[C:22]([CH3:33])[C:23]([C:24]3[C:25]([CH3:32])=[CH:26][C:27]([CH3:31])=[CH:28][C:29]=3[CH3:30])=[C:19]2[N:18]=[C:17]([CH3:34])[C:16]=1[CH2:35][CH2:36][CH2:37][CH2:38][OH:39])[CH2:12][CH2:13][CH3:14]. The catalyst class is: 392. (10) Reactant: C[O:2][C:3](=[O:38])[CH:4]([N:19]([S:21]([C:24]1[CH:29]=[CH:28][C:27]([C:30]2[CH:35]=[CH:34][C:33]([O:36][CH3:37])=[CH:32][CH:31]=2)=[CH:26][CH:25]=1)(=[O:23])=[O:22])[CH3:20])[CH:5]1[CH2:10][CH2:9][N:8]([C:11]([N:13]2[CH2:18][CH2:17][O:16][CH2:15][CH2:14]2)=[O:12])[CH2:7][CH2:6]1.COC(=O)C(NS(C1C=CC(C2C=CC(OC)=CC=2)=CC=1)(=O)=O)C1CCN(C(N2CCOCC2)=O)CC1.C(=O)([O-])[O-].[Cs+].[Cs+].CI. Product: [CH3:37][O:36][C:33]1[CH:32]=[CH:31][C:30]([C:27]2[CH:26]=[CH:25][C:24]([S:21]([N:19]([CH:4]([CH:5]3[CH2:10][CH2:9][N:8]([C:11]([N:13]4[CH2:14][CH2:15][O:16][CH2:17][CH2:18]4)=[O:12])[CH2:7][CH2:6]3)[C:3]([OH:38])=[O:2])[CH3:20])(=[O:22])=[O:23])=[CH:29][CH:28]=2)=[CH:35][CH:34]=1. The catalyst class is: 9.